The task is: Predict the product of the given reaction.. This data is from Forward reaction prediction with 1.9M reactions from USPTO patents (1976-2016). (1) Given the reactants [Cl:1][C:2]1[CH:7]=[CH:6][C:5](B(O)O)=[CH:4][CH:3]=1.N[C@@H]1CCCC[C@H]1O.C[Si]([N-][Si](C)(C)C)(C)C.[Na+].N#N.I[CH:32]1[C:37](OC)([O:38]C)[CH2:36][CH2:35][O:34][CH2:33]1, predict the reaction product. The product is: [Cl:1][C:2]1[CH:7]=[CH:6][C:5]([CH:32]2[C:37](=[O:38])[CH2:36][CH2:35][O:34][CH2:33]2)=[CH:4][CH:3]=1. (2) Given the reactants Br[C:2]1[C:7]([N+:8]([O-:10])=[O:9])=[CH:6][CH:5]=[CH:4][N:3]=1.[Cl:11][C:12]1[CH:17]=[CH:16][C:15](B(O)O)=[CH:14][C:13]=1[C:21]([O:23][CH3:24])=[O:22].C(=O)([O-])[O-].[Na+].[Na+].C(O)C, predict the reaction product. The product is: [Cl:11][C:12]1[CH:17]=[CH:16][C:15]([C:2]2[C:7]([N+:8]([O-:10])=[O:9])=[CH:6][CH:5]=[CH:4][N:3]=2)=[CH:14][C:13]=1[C:21]([O:23][CH3:24])=[O:22]. (3) Given the reactants [CH3:1][O:2][C:3]1[CH:22]=[CH:21][C:6]([CH2:7][C@@H:8]2[C:12]3=[N:13][C:14]4[CH:19]=[CH:18][CH:17]=[CH:16][C:15]=4[N:11]3[C:10](=[O:20])[NH:9]2)=[CH:5][CH:4]=1.[NH2:23][CH2:24][CH:25]1[CH2:30][CH2:29][N:28]([C:31]([O:33][C:34]([CH3:37])([CH3:36])[CH3:35])=[O:32])[CH2:27][CH2:26]1.C(O)(C(F)(F)F)=O, predict the reaction product. The product is: [NH:11]1[C:15]2[CH:16]=[CH:17][CH:18]=[CH:19][C:14]=2[N:13]=[C:12]1[C@H:8]([NH:9][C:10](=[O:20])[NH:23][CH2:24][CH:25]1[CH2:30][CH2:29][N:28]([C:31]([O:33][C:34]([CH3:37])([CH3:36])[CH3:35])=[O:32])[CH2:27][CH2:26]1)[CH2:7][C:6]1[CH:5]=[CH:4][C:3]([O:2][CH3:1])=[CH:22][CH:21]=1.